Dataset: Reaction yield outcomes from USPTO patents with 853,638 reactions. Task: Predict the reaction yield, written as a fraction of the theoretical maximum amount of product (1.0 means a 100% yield; for example, 0.34 means a 34% yield). (1) The reactants are [CH3:1][O:2][C:3]1[C:8]2[O:9][CH2:10][CH2:11][O:12][C:7]=2[C:6]([C:13]2[CH2:18][CH2:17][CH:16]([C:19]([OH:21])=[O:20])[CH2:15][CH:14]=2)=[CH:5][CH:4]=1.S(=O)(=O)(O)O.[C:27](OCC)(=O)[CH3:28].O. The catalyst is C(O)C. The product is [CH2:27]([O:20][C:19]([CH:16]1[CH2:17][CH2:18][C:13]([C:6]2[C:7]3[O:12][CH2:11][CH2:10][O:9][C:8]=3[C:3]([O:2][CH3:1])=[CH:4][CH:5]=2)=[CH:14][CH2:15]1)=[O:21])[CH3:28]. The yield is 0.864. (2) The reactants are O[C:2]1[C:3]([C:11]2([CH2:32][OH:33])[C:19]3[C:14](=[CH:15][CH:16]=[CH:17][CH:18]=3)[N:13]([CH2:20][C:21]3[CH:30]=[CH:29][CH:28]=[CH:27][C:22]=3[C:23]([O:25][CH3:26])=[O:24])[C:12]2=[O:31])=[CH:4][C:5]2[O:9][CH2:8][O:7][C:6]=2[CH:10]=1.C1(CCN2C3C(=CC=CC=3)C(C3C(O)=CC4OCOC=4C=3)(CO)C2=O)CC1. No catalyst specified. The product is [O:31]=[C:12]1[C:11]2([C:3]3=[CH:4][C:5]4[O:9][CH2:8][O:7][C:6]=4[CH:10]=[C:2]3[O:33][CH2:32]2)[C:19]2[C:14](=[CH:15][CH:16]=[CH:17][CH:18]=2)[N:13]1[CH2:20][C:21]1[CH:30]=[CH:29][CH:28]=[CH:27][C:22]=1[C:23]([O:25][CH3:26])=[O:24]. The yield is 0.740. (3) The catalyst is C(Cl)Cl.C(O)(C(F)(F)F)=O. The product is [CH3:1][C:2]1[N:3]=[CH:4][C:5]([C:6]([CH:8]2[CH2:13][CH2:12][NH:11][CH2:10][CH2:9]2)=[O:7])=[CH:21][CH:22]=1. The reactants are [CH3:1][C:2]1[CH:22]=[CH:21][C:5]([C:6]([CH:8]2[CH2:13][CH2:12][N:11](C(OC(C)(C)C)=O)[CH2:10][CH2:9]2)=[O:7])=[CH:4][N:3]=1. The yield is 0.700. (4) The reactants are Cl[C:2]1[C:7]([C:8]([O:10][CH2:11][CH3:12])=[O:9])=[CH:6][N:5]=[C:4]([Cl:13])[CH:3]=1.[CH2:14]([NH2:16])[CH3:15].O. The catalyst is CC#N. The product is [Cl:13][C:4]1[CH:3]=[C:2]([NH:16][CH2:14][CH3:15])[C:7]([C:8]([O:10][CH2:11][CH3:12])=[O:9])=[CH:6][N:5]=1. The yield is 0.910. (5) The reactants are [F-:1].C[N+](C)(C)C.[S:7]([F:11])(F)(=[O:9])=[O:8].[F:12][C:13]([F:21])=[C:14]([F:20])[O:15][C:16]([F:19])([F:18])[F:17]. The catalyst is COCCOCCOC. The product is [F:20][C:14]([O:15][C:16]([F:19])([F:18])[F:17])([S:7]([F:11])(=[O:9])=[O:8])[C:13]([F:1])([F:21])[F:12]. The yield is 0.920. (6) The reactants are [CH2:1]([O:3][C:4]1[C:5]([F:30])=[C:6]([N:11]2[CH2:20][C:19]3[C:14](=[N:15][C:16](S(C)=O)=[N:17][CH:18]=3)[N:13]([CH:24]([CH2:27][CH3:28])[CH2:25][CH3:26])[C:12]2=[O:29])[C:7]([F:10])=[CH:8][CH:9]=1)[CH3:2].[CH2:31]([N:33]([CH2:39][CH3:40])[CH2:34][CH2:35][CH2:36][CH2:37][NH2:38])[CH3:32].C(OCC)(=O)C.C(O)C.C(N(CC)CC)C. The catalyst is O1CCOCC1. The product is [CH:24]1([N:13]2[C:14]3=[N:15][C:16]([NH:38][CH2:37][CH2:36][CH2:35][CH2:34][N:33]([CH2:39][CH3:40])[CH2:31][CH3:32])=[N:17][CH:18]=[C:19]3[CH2:20][N:11]([C:6]3[C:7]([F:10])=[CH:8][CH:9]=[C:4]([O:3][CH2:1][CH3:2])[C:5]=3[F:30])[C:12]2=[O:29])[CH2:27][CH2:28][CH2:26][CH2:25]1. The yield is 0.860.